This data is from Peptide-MHC class II binding affinity with 134,281 pairs from IEDB. The task is: Regression. Given a peptide amino acid sequence and an MHC pseudo amino acid sequence, predict their binding affinity value. This is MHC class II binding data. (1) The peptide sequence is DPWFAHGTPMPKIQNVSSSD. The MHC is DRB1_0901 with pseudo-sequence DRB1_0901. The binding affinity (normalized) is 0.137. (2) The peptide sequence is KKIEGVHGGTWVSATLE. The MHC is DRB3_0301 with pseudo-sequence DRB3_0301. The binding affinity (normalized) is 0.455. (3) The peptide sequence is FGQNTGAIAAAEARY. The MHC is HLA-DQA10401-DQB10402 with pseudo-sequence HLA-DQA10401-DQB10402. The binding affinity (normalized) is 0.284. (4) The peptide sequence is MRCVGVGNRDFVEGL. The MHC is DRB4_0101 with pseudo-sequence DRB4_0103. The binding affinity (normalized) is 0.239. (5) The peptide sequence is AFCVAATAANAAPAN. The MHC is DRB1_1001 with pseudo-sequence DRB1_1001. The binding affinity (normalized) is 0.712. (6) The peptide sequence is YPKFLANVSTVLTGK. The MHC is DRB1_1302 with pseudo-sequence DRB1_1302. The binding affinity (normalized) is 0.805. (7) The peptide sequence is FLDPASIAARGWAAH. The MHC is HLA-DQA10601-DQB10402 with pseudo-sequence HLA-DQA10601-DQB10402. The binding affinity (normalized) is 0.650. (8) The peptide sequence is SQDLELSWVLNGLQAY. The MHC is DRB1_0401 with pseudo-sequence DRB1_0401. The binding affinity (normalized) is 0.346. (9) The peptide sequence is QKKYFAATQFEPLAA. The MHC is HLA-DQA10401-DQB10402 with pseudo-sequence HLA-DQA10401-DQB10402. The binding affinity (normalized) is 0.499.